This data is from Forward reaction prediction with 1.9M reactions from USPTO patents (1976-2016). The task is: Predict the product of the given reaction. (1) Given the reactants [ClH:1].[F:2][C:3]1([F:24])[CH2:8][CH2:7][N:6]([CH2:9][C:10]2[N:15]=[C:14]([NH:16]C(=O)OC(C)(C)C)[CH:13]=[CH:12][CH:11]=2)[CH2:5][CH2:4]1, predict the reaction product. The product is: [ClH:1].[F:24][C:3]1([F:2])[CH2:4][CH2:5][N:6]([CH2:9][C:10]2[N:15]=[C:14]([NH2:16])[CH:13]=[CH:12][CH:11]=2)[CH2:7][CH2:8]1. (2) The product is: [CH3:36][S:33]([C:30]1[CH:31]=[CH:32][C:27]([CH2:26][NH:25][C:23]([C:7]2[C:8](=[O:22])[N:9]([C:12]3[CH:17]=[CH:16][CH:15]=[C:14]([C:18]([F:20])([F:19])[F:21])[CH:13]=3)[C:10]([CH3:11])=[C:5]([C:3]3[N:48]=[C:46]([CH2:45][OH:44])[S:47][C:2]=3[CH3:37])[CH:6]=2)=[O:24])=[CH:28][CH:29]=1)(=[O:35])=[O:34]. Given the reactants Br[CH:2]([CH3:37])[C:3]([C:5]1[CH:6]=[C:7]([C:23]([NH:25][CH2:26][C:27]2[CH:32]=[CH:31][C:30]([S:33]([CH3:36])(=[O:35])=[O:34])=[CH:29][CH:28]=2)=[O:24])[C:8](=[O:22])[N:9]([C:12]2[CH:17]=[CH:16][CH:15]=[C:14]([C:18]([F:21])([F:20])[F:19])[CH:13]=2)[C:10]=1[CH3:11])=O.C([O:44][CH2:45][C:46]([NH2:48])=[S:47])(=O)C(C)(C)C, predict the reaction product. (3) The product is: [C:14]([C:9]1[N:10]([CH2:11][CH2:12][CH3:13])[C:2](=[O:1])[C:3]2[N:4]([CH2:41][O:42][P:43](=[O:54])([O:49][C:50]([CH3:53])([CH3:52])[CH3:51])[O:44][C:45]([CH3:48])([CH3:46])[CH3:47])[C:5]([C:16]3[CH:17]=[N:18][N:19]([CH2:21][C:22]4[CH:27]=[CH:26][CH:25]=[C:24]([C:28]([F:31])([F:30])[F:29])[CH:23]=4)[CH:20]=3)=[N:6][C:7]=2[N:8]=1)#[N:15]. Given the reactants [O:1]=[C:2]1[N:10]([CH2:11][CH2:12][CH3:13])[C:9]([C:14]#[N:15])=[N:8][C:7]2[N:6]=[C:5]([C:16]3[CH:17]=[N:18][N:19]([CH2:21][C:22]4[CH:27]=[CH:26][CH:25]=[C:24]([C:28]([F:31])([F:30])[F:29])[CH:23]=4)[CH:20]=3)[NH:4][C:3]1=2.C([O-])([O-])=O.[K+].[K+].[Na+].[I-].Cl[CH2:41][O:42][P:43](=[O:54])([O:49][C:50]([CH3:53])([CH3:52])[CH3:51])[O:44][C:45]([CH3:48])([CH3:47])[CH3:46], predict the reaction product. (4) The product is: [Br:24][C:20]1[CH:19]=[C:18]([C:6]2[C:5]([C:3](=[O:4])[CH2:2][F:25])=[C:9]3[CH:10]=[CH:11][C:12]([C:14]([F:16])([F:17])[F:15])=[CH:13][N:8]3[N:7]=2)[CH:23]=[CH:22][CH:21]=1. Given the reactants Br[CH2:2][C:3]([C:5]1[C:6]([C:18]2[CH:23]=[CH:22][CH:21]=[C:20]([Br:24])[CH:19]=2)=[N:7][N:8]2[CH:13]=[C:12]([C:14]([F:17])([F:16])[F:15])[CH:11]=[CH:10][C:9]=12)=[O:4].[F-:25].[K+].O, predict the reaction product.